From a dataset of NCI-60 drug combinations with 297,098 pairs across 59 cell lines. Regression. Given two drug SMILES strings and cell line genomic features, predict the synergy score measuring deviation from expected non-interaction effect. Drug 1: C1CN(CCN1C(=O)CCBr)C(=O)CCBr. Drug 2: C1CN(P(=O)(OC1)NCCCl)CCCl. Cell line: OVCAR3. Synergy scores: CSS=-1.05, Synergy_ZIP=2.49, Synergy_Bliss=6.65, Synergy_Loewe=-0.294, Synergy_HSA=0.209.